This data is from Forward reaction prediction with 1.9M reactions from USPTO patents (1976-2016). The task is: Predict the product of the given reaction. (1) Given the reactants [CH3:1][O:2][C:3]1[CH:26]=[CH:25][C:6]([C:7]([NH:9][C:10]2[C:11]([NH:16][C:17]([CH:19]3[CH2:24][CH2:23][NH:22][CH2:21][CH2:20]3)=[O:18])=[CH:12][CH:13]=[CH:14][CH:15]=2)=[O:8])=[CH:5][CH:4]=1.[N+:27]([C:30]1[CH:37]=[CH:36][C:33]([CH:34]=O)=[CH:32][CH:31]=1)([O-:29])=[O:28], predict the reaction product. The product is: [CH3:1][O:2][C:3]1[CH:4]=[CH:5][C:6]([C:7]([NH:9][C:10]2[C:11]([NH:16][C:17]([CH:19]3[CH2:20][CH2:21][N:22]([CH2:34][C:33]4[CH:36]=[CH:37][C:30]([N+:27]([O-:29])=[O:28])=[CH:31][CH:32]=4)[CH2:23][CH2:24]3)=[O:18])=[CH:12][CH:13]=[CH:14][CH:15]=2)=[O:8])=[CH:25][CH:26]=1. (2) Given the reactants [OH:1][CH2:2][C:3]([OH:5])=O.CCN(C(C)C)C(C)C.[CH3:15][C:16]1[CH:21]=[C:20]([NH:22][C:23]2[CH:28]=[C:27]([C:29]([F:32])([F:31])[F:30])[CH:26]=[CH:25][N:24]=2)[N:19]=[C:18]([C:33]2[N:34]=[N:35][N:36]([C@@H:38]3[CH2:42][NH:41][CH2:40][C@H:39]3[OH:43])[CH:37]=2)[CH:17]=1.CN(C(ON1N=NC2C=CC=NC1=2)=[N+](C)C)C.F[P-](F)(F)(F)(F)F, predict the reaction product. The product is: [OH:1][CH2:2][C:3]([N:41]1[CH2:42][C@@H:38]([N:36]2[CH:37]=[C:33]([C:18]3[CH:17]=[C:16]([CH3:15])[CH:21]=[C:20]([NH:22][C:23]4[CH:28]=[C:27]([C:29]([F:30])([F:32])[F:31])[CH:26]=[CH:25][N:24]=4)[N:19]=3)[N:34]=[N:35]2)[C@H:39]([OH:43])[CH2:40]1)=[O:5]. (3) Given the reactants [NH2:1][C:2]1[CH:33]=[CH:32][C:5]([C:6]([NH:8][C@H:9]2[CH2:14][CH2:13][CH2:12][C@@H:11]([NH:15][C:16]3[N:21]=[C:20]([C:22]4[C:30]5[C:25](=[CH:26][CH:27]=[CH:28][CH:29]=5)[NH:24][CH:23]=4)[C:19]([Cl:31])=[CH:18][N:17]=3)[CH2:10]2)=[O:7])=[C:4]([N:34]2[CH2:39][CH2:38][O:37][CH2:36][CH2:35]2)[CH:3]=1.CCN(C(C)C)C(C)C.[C:49](Cl)(=[O:52])[CH:50]=[CH2:51], predict the reaction product. The product is: [C:49]([NH:1][C:2]1[CH:33]=[CH:32][C:5]([C:6]([NH:8][C@H:9]2[CH2:14][CH2:13][CH2:12][C@@H:11]([NH:15][C:16]3[N:21]=[C:20]([C:22]4[C:30]5[C:25](=[CH:26][CH:27]=[CH:28][CH:29]=5)[NH:24][CH:23]=4)[C:19]([Cl:31])=[CH:18][N:17]=3)[CH2:10]2)=[O:7])=[C:4]([N:34]2[CH2:39][CH2:38][O:37][CH2:36][CH2:35]2)[CH:3]=1)(=[O:52])[CH:50]=[CH2:51].